Dataset: Forward reaction prediction with 1.9M reactions from USPTO patents (1976-2016). Task: Predict the product of the given reaction. (1) Given the reactants [Cl:1][C:2]1[N:3]=[C:4]([N:12]2[CH2:17][CH2:16][O:15][CH2:14][CH2:13]2)[C:5]2[S:10][C:9](I)=[CH:8][C:6]=2[N:7]=1.[C:18]([C:21]1[CH:22]=[C:23](B(O)O)[CH:24]=[CH:25][CH:26]=1)([OH:20])=[O:19], predict the reaction product. The product is: [Cl:1][C:2]1[N:3]=[C:4]([N:12]2[CH2:17][CH2:16][O:15][CH2:14][CH2:13]2)[C:5]2[S:10][C:9]([C:25]3[CH:26]=[C:21]([CH:22]=[CH:23][CH:24]=3)[C:18]([OH:20])=[O:19])=[CH:8][C:6]=2[N:7]=1. (2) Given the reactants C(N(CC)CC)C.[C:8]([C:10]1[N:11]=[C:12]([CH:15]2[CH2:20][CH2:19][N:18]([C:21](=[O:33])[CH2:22][N:23]3[C:27]([CH3:28])=[CH:26][C:25]([C:29]([F:32])([F:31])[F:30])=[N:24]3)[CH2:17][CH2:16]2)[S:13][CH:14]=1)#[CH:9].I[C:35]1[CH:40]=[CH:39][CH:38]=[CH:37][C:36]=1[O:41][CH3:42], predict the reaction product. The product is: [CH3:42][O:41][C:36]1[CH:37]=[CH:38][CH:39]=[CH:40][C:35]=1[C:9]#[C:8][C:10]1[N:11]=[C:12]([CH:15]2[CH2:20][CH2:19][N:18]([C:21](=[O:33])[CH2:22][N:23]3[C:27]([CH3:28])=[CH:26][C:25]([C:29]([F:30])([F:32])[F:31])=[N:24]3)[CH2:17][CH2:16]2)[S:13][CH:14]=1. (3) Given the reactants [C:1]([O:5][C:6]([N:8]1[CH2:13][CH2:12][C:11]([NH:16][CH2:17][C:18]2[C:26]3[C:25]([C:27]([OH:29])=O)=[CH:24][CH:23]=[N:22][C:21]=3[NH:20][CH:19]=2)([CH2:14][CH3:15])[CH2:10][CH2:9]1)=[O:7])([CH3:4])([CH3:3])[CH3:2].CN(C(ON1N=NC2C=CC=NC1=2)=[N+](C)C)C.F[P-](F)(F)(F)(F)F, predict the reaction product. The product is: [CH2:14]([C:11]1([N:16]2[CH2:17][C:18]3=[CH:19][NH:20][C:21]4[C:26]3=[C:25]([CH:24]=[CH:23][N:22]=4)[C:27]2=[O:29])[CH2:12][CH2:13][N:8]([C:6]([O:5][C:1]([CH3:4])([CH3:3])[CH3:2])=[O:7])[CH2:9][CH2:10]1)[CH3:15]. (4) Given the reactants [CH:1]1([N:7]([CH:18]2[CH2:23][CH2:22][CH2:21][CH2:20][CH2:19]2)[C:8]([NH:10][C:11]2[S:12][CH:13]=[C:14]([CH:16]=O)[N:15]=2)=[O:9])[CH2:6][CH2:5][CH2:4][CH2:3][CH2:2]1.[NH:24]1[CH2:29][CH2:28][O:27][CH2:26][CH2:25]1.C(O[BH-](OC(=O)C)OC(=O)C)(=O)C.[Na+], predict the reaction product. The product is: [CH:18]1([N:7]([CH:1]2[CH2:6][CH2:5][CH2:4][CH2:3][CH2:2]2)[C:8]([NH:10][C:11]2[S:12][CH:13]=[C:14]([CH2:16][N:24]3[CH2:29][CH2:28][O:27][CH2:26][CH2:25]3)[N:15]=2)=[O:9])[CH2:19][CH2:20][CH2:21][CH2:22][CH2:23]1. (5) The product is: [Cl:1][C:2]1[CH:3]=[C:4]([C:12]2[O:16][N:15]=[C:14]([C:17]3[CH:18]=[CH:19][CH:20]=[C:21]4[C:25]=3[N:24]([CH3:26])[CH:23]=[C:22]4[CH2:27][C@@H:28]([CH3:33])[C:29]([OH:31])=[O:30])[N:13]=2)[CH:5]=[CH:6][C:7]=1[O:8][CH:9]([CH3:10])[CH3:11]. Given the reactants [Cl:1][C:2]1[CH:3]=[C:4]([C:12]2[O:16][N:15]=[C:14]([C:17]3[CH:18]=[CH:19][CH:20]=[C:21]4[C:25]=3[N:24]([CH3:26])[CH:23]=[C:22]4[CH2:27][C@@H:28]([CH3:33])[C:29]([O:31]C)=[O:30])[N:13]=2)[CH:5]=[CH:6][C:7]=1[O:8][CH:9]([CH3:11])[CH3:10].[OH-].[Na+].Cl, predict the reaction product.